From a dataset of Forward reaction prediction with 1.9M reactions from USPTO patents (1976-2016). Predict the product of the given reaction. Given the reactants [Cl:1][C:2]1[CH:3]=[C:4]2[C:8](=[CH:9][CH:10]=1)[N:7]([CH2:11][C:12]([O:14]C(C)(C)C)=[O:13])[C:6](=[O:19])[C:5]12[C:23](=[O:24])[NH:22][C:21](=[O:25])[N:20]1[CH3:26].Cl[CH2:28][C:29]1[N:30]=[C:31]([C:34]2[CH:39]=[CH:38][CH:37]=[CH:36][CH:35]=2)[S:32][CH:33]=1, predict the reaction product. The product is: [Cl:1][C:2]1[CH:3]=[C:4]2[C:8](=[CH:9][CH:10]=1)[N:7]([CH2:11][C:12]([OH:14])=[O:13])[C:6](=[O:19])[C:5]12[C:23](=[O:24])[N:22]([CH2:28][C:29]2[N:30]=[C:31]([C:34]3[CH:35]=[CH:36][CH:37]=[CH:38][CH:39]=3)[S:32][CH:33]=2)[C:21](=[O:25])[N:20]1[CH3:26].